This data is from Forward reaction prediction with 1.9M reactions from USPTO patents (1976-2016). The task is: Predict the product of the given reaction. (1) Given the reactants CB1N2CCC[C@@H]2C(C2C=CC=CC=2)(C2C=CC=CC=2)O1.C(N(CC)C1C=CC=CC=1)C.B.[Cl:34][C:35]1[CH:36]=[C:37]([C:42](=[O:45])[CH2:43][CH3:44])[CH:38]=[CH:39][C:40]=1[Cl:41].Cl, predict the reaction product. The product is: [Cl:34][C:35]1[CH:36]=[C:37]([C@@H:42]([OH:45])[CH2:43][CH3:44])[CH:38]=[CH:39][C:40]=1[Cl:41]. (2) The product is: [C:1]([O:5][C:6]([N:8]1[C:16]2[C:11](=[CH:12][CH:13]=[C:14]([O:17][CH2:18][CH2:19][CH2:20][N:21]3[CH2:26][CH2:25][CH2:24][CH2:23][CH2:22]3)[CH:15]=2)[CH:10]=[C:9]1[C:27]1[C:28]2[S:41][C:40]([CH2:42][O:43][S:52]([CH3:51])(=[O:54])=[O:53])=[CH:39][C:29]=2[N:30]([C:32]([O:34][C:35]([CH3:37])([CH3:36])[CH3:38])=[O:33])[N:31]=1)=[O:7])([CH3:2])([CH3:3])[CH3:4]. Given the reactants [C:1]([O:5][C:6]([N:8]1[C:16]2[C:11](=[CH:12][CH:13]=[C:14]([O:17][CH2:18][CH2:19][CH2:20][N:21]3[CH2:26][CH2:25][CH2:24][CH2:23][CH2:22]3)[CH:15]=2)[CH:10]=[C:9]1[C:27]1[C:28]2[S:41][C:40]([CH2:42][OH:43])=[CH:39][C:29]=2[N:30]([C:32]([O:34][C:35]([CH3:38])([CH3:37])[CH3:36])=[O:33])[N:31]=1)=[O:7])([CH3:4])([CH3:3])[CH3:2].C(N(CC)CC)C.[CH3:51][S:52](Cl)(=[O:54])=[O:53], predict the reaction product. (3) Given the reactants [C:1](OC(=O)C)(=[O:3])[CH3:2].[NH2:8][C:9]1[S:17][C:16]2[CH2:15][CH2:14][N:13]([C:18]([O:20][C:21]([CH3:24])([CH3:23])[CH3:22])=[O:19])[CH2:12][C:11]=2[C:10]=1[C:25]1[S:26][C:27]2[CH:33]=[CH:32][CH:31]=[CH:30][C:28]=2[N:29]=1, predict the reaction product. The product is: [C:1]([NH:8][C:9]1[S:17][C:16]2[CH2:15][CH2:14][N:13]([C:18]([O:20][C:21]([CH3:24])([CH3:22])[CH3:23])=[O:19])[CH2:12][C:11]=2[C:10]=1[C:25]1[S:26][C:27]2[CH:33]=[CH:32][CH:31]=[CH:30][C:28]=2[N:29]=1)(=[O:3])[CH3:2]. (4) The product is: [CH3:1][O:2][C:3]1[CH:4]=[C:5](/[CH:6]=[CH:14]/[C:15]([OH:17])=[O:16])[CH:8]=[CH:9][C:10]=1[O:11][CH3:12]. Given the reactants [CH3:1][O:2][C:3]1[CH:4]=[C:5]([CH:8]=[CH:9][C:10]=1[O:11][CH3:12])[CH:6]=O.C(O)(=O)[CH2:14][C:15]([OH:17])=[O:16].Cl, predict the reaction product. (5) The product is: [Cl:1][C:2]1[CH:3]=[CH:4][C:5]([C@H:8]2[C@@H:12]([C:13]3[CH:14]=[CH:15][C:16]([Cl:19])=[CH:17][CH:18]=3)[N:11]([C:20]([N:45]3[CH2:44][CH2:43][N:42]([S:39]([CH2:37][CH3:38])(=[O:41])=[O:40])[CH2:47][CH2:46]3)=[O:21])[C:10]([C:23]3[CH:28]=[CH:27][C:26]([C:29]([CH3:31])([CH3:30])[C:32]#[N:33])=[CH:25][C:24]=3[O:34][CH2:35][CH3:36])=[N:9]2)=[CH:6][CH:7]=1. Given the reactants [Cl:1][C:2]1[CH:7]=[CH:6][C:5]([C@H:8]2[C@@H:12]([C:13]3[CH:18]=[CH:17][C:16]([Cl:19])=[CH:15][CH:14]=3)[N:11]([C:20](Cl)=[O:21])[C:10]([C:23]3[CH:28]=[CH:27][C:26]([C:29]([C:32]#[N:33])([CH3:31])[CH3:30])=[CH:25][C:24]=3[O:34][CH2:35][CH3:36])=[N:9]2)=[CH:4][CH:3]=1.[CH2:37]([S:39]([N:42]1[CH2:47][CH2:46][NH:45][CH2:44][CH2:43]1)(=[O:41])=[O:40])[CH3:38], predict the reaction product. (6) Given the reactants [Br:1][C:2]1[C:6]2[N:7](C)[C:8](C)(C)[NH:9][C:10](=[O:11])[C:5]=2[S:4][C:3]=1[C:15]1[CH:16]=[N:17][NH:18][CH:19]=1.[ClH:20], predict the reaction product. The product is: [ClH:20].[ClH:20].[Br:1][C:2]1[C:6]([NH:7][CH3:8])=[C:5]([C:10]([NH2:9])=[O:11])[S:4][C:3]=1[C:15]1[CH:16]=[N:17][NH:18][CH:19]=1. (7) Given the reactants ClC1C=[C:4]([CH:6]=[CH:7][CH:8]=1)[NH2:5].C(O[BH-](O[C:19](=O)[CH3:20])OC(=O)C)(=O)C.[Na+].[C:23](O)(=O)[CH3:24].C(=O)(O)[O-].[Na+].Cl[CH2:33][CH2:34][Cl:35], predict the reaction product. The product is: [Cl:35][C:34]1[CH:23]=[C:24]([NH:5][CH2:4][CH:6]2[CH2:7][CH2:8]2)[CH:19]=[CH:20][CH:33]=1. (8) The product is: [Cl:1][C:2]1[N:3]=[N:4][C:5]([CH3:25])=[C:6]([C:18]2[CH:19]=[CH:20][C:21]([Cl:24])=[CH:22][CH:23]=2)[C:7]=1[C:8]1[C:13]([F:14])=[CH:12][C:11]([OH:15])=[CH:10][C:9]=1[F:17]. Given the reactants [Cl:1][C:2]1[N:3]=[N:4][C:5]([CH3:25])=[C:6]([C:18]2[CH:23]=[CH:22][C:21]([Cl:24])=[CH:20][CH:19]=2)[C:7]=1[C:8]1[C:13]([F:14])=[CH:12][C:11]([O:15]C)=[CH:10][C:9]=1[F:17].B(Br)(Br)Br, predict the reaction product. (9) Given the reactants C[O:2][C:3]1[CH:8]=[CH:7][C:6]([C:9]2[CH:16]3[CH:12]([CH2:13][CH2:14][CH2:15]3)[C:11](=[O:17])[C:10]=2[C:18]2[CH:23]=[CH:22][CH:21]=[CH:20][CH:19]=2)=[CH:5][CH:4]=1.B(F)(F)F.S(C)C.O, predict the reaction product. The product is: [OH:2][C:3]1[CH:4]=[CH:5][C:6]([C:9]2[CH:16]3[CH:12]([CH2:13][CH2:14][CH2:15]3)[C:11](=[O:17])[C:10]=2[C:18]2[CH:19]=[CH:20][CH:21]=[CH:22][CH:23]=2)=[CH:7][CH:8]=1.